Task: Predict which catalyst facilitates the given reaction.. Dataset: Catalyst prediction with 721,799 reactions and 888 catalyst types from USPTO (1) Reactant: [O:1]=[C:2]1[NH:7][C:6]2[CH:8]=[C:9]([C:12](OC)=[O:13])[CH:10]=[CH:11][C:5]=2[O:4][CH2:3]1.[H-].C([Al+]CC(C)C)C(C)C.Cl. Product: [OH:13][CH2:12][C:9]1[CH:10]=[CH:11][C:5]2[O:4][CH2:3][C:2](=[O:1])[NH:7][C:6]=2[CH:8]=1. The catalyst class is: 7. (2) Reactant: [Cl:1][C:2]1[CH:3]=[C:4]2[C:8](=[CH:9][CH:10]=1)[CH:7]([C:11]#[N:12])[CH2:6][CH2:5]2.B.C1COCC1. Product: [Cl:1][C:2]1[CH:3]=[C:4]2[C:8](=[CH:9][CH:10]=1)[CH:7]([CH2:11][NH2:12])[CH2:6][CH2:5]2. The catalyst class is: 1. (3) Reactant: O[CH2:2][CH:3]1[CH2:5][CH:4]1[C:6]1[CH:13]=[CH:12][CH:11]=[CH:10][C:7]=1[C:8]#[N:9].C([N:16](CC)CC)C.CS(Cl)(=O)=O.[OH-].[NH4+]. Product: [NH2:16][CH2:2][CH:3]1[CH2:5][CH:4]1[C:6]1[CH:13]=[CH:12][CH:11]=[CH:10][C:7]=1[C:8]#[N:9]. The catalyst class is: 643. (4) Reactant: C(OC([NH:8][C:9]1[S:10][C:11]2[CH:17]=[C:16]([O:18][S:19]([C:22]3[CH:27]=[CH:26][C:25]([F:28])=[CH:24][CH:23]=3)(=[O:21])=[O:20])[CH:15]=[CH:14][C:12]=2[N:13]=1)=O)(C)(C)C.FC(F)(F)C(O)=O.O. Product: [NH2:8][C:9]1[S:10][C:11]2[CH:17]=[C:16]([O:18][S:19]([C:22]3[CH:27]=[CH:26][C:25]([F:28])=[CH:24][CH:23]=3)(=[O:20])=[O:21])[CH:15]=[CH:14][C:12]=2[N:13]=1. The catalyst class is: 4.